This data is from Catalyst prediction with 721,799 reactions and 888 catalyst types from USPTO. The task is: Predict which catalyst facilitates the given reaction. Reactant: [F:1][C:2]1[C:7]2[N:8]=[C:9](N)[S:10][C:6]=2[C:5]([O:12][CH3:13])=[CH:4][CH:3]=1.N(OCCC(C)C)=O. Product: [F:1][C:2]1[C:7]2[N:8]=[CH:9][S:10][C:6]=2[C:5]([O:12][CH3:13])=[CH:4][CH:3]=1. The catalyst class is: 12.